From a dataset of Forward reaction prediction with 1.9M reactions from USPTO patents (1976-2016). Predict the product of the given reaction. Given the reactants C(=O)([O-])[O-].[K+].[K+].[Cl:7][C:8]1[CH:15]=[CH:14][C:11]([CH2:12]Br)=[CH:10][CH:9]=1.[N+:16]([C:19]1[CH:20]=[CH:21][C:22]2[O:27][CH2:26][C:25](=[O:28])[NH:24][C:23]=2[CH:29]=1)([O-:18])=[O:17], predict the reaction product. The product is: [Cl:7][C:8]1[CH:15]=[CH:14][C:11]([CH2:12][N:24]2[C:23]3[CH:29]=[C:19]([N+:16]([O-:18])=[O:17])[CH:20]=[CH:21][C:22]=3[O:27][CH2:26][C:25]2=[O:28])=[CH:10][CH:9]=1.